From a dataset of Peptide-MHC class I binding affinity with 185,985 pairs from IEDB/IMGT. Regression. Given a peptide amino acid sequence and an MHC pseudo amino acid sequence, predict their binding affinity value. This is MHC class I binding data. (1) The peptide sequence is VILWGYSA. The MHC is H-2-Db with pseudo-sequence H-2-Db. The binding affinity (normalized) is 0. (2) The peptide sequence is MLLAYLVRI. The MHC is HLA-A02:02 with pseudo-sequence HLA-A02:02. The binding affinity (normalized) is 0.826. (3) The binding affinity (normalized) is 0.379. The MHC is HLA-A32:15 with pseudo-sequence HLA-A32:15. The peptide sequence is MTYSHHACR. (4) The peptide sequence is VLLYMATQI. The MHC is HLA-A02:01 with pseudo-sequence HLA-A02:01. The binding affinity (normalized) is 0.501. (5) The peptide sequence is RVFNGDDVK. The MHC is HLA-A26:01 with pseudo-sequence HLA-A26:01. The binding affinity (normalized) is 0.0847. (6) The MHC is HLA-B35:01 with pseudo-sequence HLA-B35:01. The binding affinity (normalized) is 0.728. The peptide sequence is LMLADHPEY. (7) The MHC is HLA-A26:01 with pseudo-sequence HLA-A26:01. The binding affinity (normalized) is 0.0847. The peptide sequence is YEPEMQAQV. (8) The peptide sequence is IEVKFHPIL. The MHC is HLA-A31:01 with pseudo-sequence HLA-A31:01. The binding affinity (normalized) is 0.0847. (9) The peptide sequence is ISEPMFHQG. The MHC is HLA-A02:01 with pseudo-sequence HLA-A02:01. The binding affinity (normalized) is 0.0847. (10) The peptide sequence is VTAPIPSSM. The binding affinity (normalized) is 0.556. The MHC is Mamu-A01 with pseudo-sequence Mamu-A01.